From a dataset of Reaction yield outcomes from USPTO patents with 853,638 reactions. Predict the reaction yield, written as a fraction of the theoretical maximum amount of product (1.0 means a 100% yield; for example, 0.34 means a 34% yield). (1) The reactants are [ClH:1].C(OC(=O)[NH:8][CH:9]([CH2:29][C:30]1[CH:35]=[C:34]([F:36])[CH:33]=[C:32]([F:37])[CH:31]=1)[CH:10]([OH:28])[CH2:11][NH:12][CH:13]1[C:22]2[C:17](=[CH:18][CH:19]=[C:20]([CH2:23][C:24]([CH3:27])([CH3:26])[CH3:25])[CH:21]=2)[CH2:16][CH2:15][CH2:14]1)(C)(C)C. The catalyst is O1CCOCC1. The product is [ClH:1].[NH2:8][CH:9]([CH2:29][C:30]1[CH:31]=[C:32]([F:37])[CH:33]=[C:34]([F:36])[CH:35]=1)[CH:10]([OH:28])[CH2:11][NH:12][CH:13]1[C:22]2[C:17](=[CH:18][CH:19]=[C:20]([CH2:23][C:24]([CH3:26])([CH3:27])[CH3:25])[CH:21]=2)[CH2:16][CH2:15][CH2:14]1. The yield is 0.850. (2) The reactants are [Cl-].O[NH3+:3].[C:4](=[O:7])([O-])[OH:5].[Na+].CS(C)=O.[CH2:13]([C:17]1[N:18]=[C:19]([CH3:46])[N:20]([C:39]2[CH:44]=[CH:43][CH:42]=[CH:41][C:40]=2[CH3:45])[C:21](=[O:38])[C:22]=1[CH2:23][C:24]1[CH:29]=[CH:28][C:27]([C:30]2[C:31]([C:36]#[N:37])=[CH:32][CH:33]=[CH:34][CH:35]=2)=[CH:26][CH:25]=1)[CH2:14][CH2:15][CH3:16]. The catalyst is O.C(OCC)(=O)C. The product is [CH2:13]([C:17]1[N:18]=[C:19]([CH3:46])[N:20]([C:39]2[CH:44]=[CH:43][CH:42]=[CH:41][C:40]=2[CH3:45])[C:21](=[O:38])[C:22]=1[CH2:23][C:24]1[CH:29]=[CH:28][C:27]([C:30]2[CH:35]=[CH:34][CH:33]=[CH:32][C:31]=2[C:36]2[NH:3][C:4](=[O:7])[O:5][N:37]=2)=[CH:26][CH:25]=1)[CH2:14][CH2:15][CH3:16]. The yield is 0.420. (3) The reactants are [CH:1]1([S:4]([NH:7][C:8]([C:10]2([NH:15][C:16]([CH:18]3[CH2:22][CH:21]([OH:23])[CH2:20][CH:19]3[C:24]([N:26]([CH2:28][CH2:29][CH2:30][CH2:31][CH:32]=[CH2:33])[CH3:27])=[O:25])=[O:17])[CH2:12][CH:11]2[CH:13]=[CH2:14])=[O:9])(=[O:6])=[O:5])[CH2:3][CH2:2]1.[H-].[Na+].[Cl:36][C:37]1[N:42]=[C:41](Cl)[CH:40]=[CH:39][N:38]=1. The catalyst is CN(C=O)C. The product is [CH:1]1([S:4]([NH:7][C:8]([C:10]2([NH:15][C:16]([CH:18]3[CH2:22][CH:21]([O:23][C:39]4[CH:40]=[CH:41][N:42]=[C:37]([Cl:36])[N:38]=4)[CH2:20][CH:19]3[C:24]([N:26]([CH2:28][CH2:29][CH2:30][CH2:31][CH:32]=[CH2:33])[CH3:27])=[O:25])=[O:17])[CH2:12][CH:11]2[CH:13]=[CH2:14])=[O:9])(=[O:6])=[O:5])[CH2:2][CH2:3]1. The yield is 0.810. (4) The reactants are [CH:1]([N:4]([CH:18]([CH3:20])[CH3:19])[C:5]([N:7]1[C:11]2[CH:12]=[C:13]([CH3:17])[C:14]([CH3:16])=[CH:15][C:10]=2[N:9]=[CH:8]1)=[O:6])([CH3:3])[CH3:2].[Li]CCCC.Cl[P:27]([C:34]1[CH:39]=[CH:38][CH:37]=[CH:36][CH:35]=1)[C:28]1[CH:33]=[CH:32][CH:31]=[CH:30][CH:29]=1. No catalyst specified. The product is [C:34]1([P:27]([C:28]2[CH:29]=[CH:30][CH:31]=[CH:32][CH:33]=2)[C:8]2[N:7]([C:5]([N:4]([CH:1]([CH3:3])[CH3:2])[CH:18]([CH3:20])[CH3:19])=[O:6])[C:11]3[CH:12]=[C:13]([CH3:17])[C:14]([CH3:16])=[CH:15][C:10]=3[N:9]=2)[CH:35]=[CH:36][CH:37]=[CH:38][CH:39]=1. The yield is 0.420. (5) The reactants are C(N(CC)CC)C.[CH2:8]([O:10][C:11]([C:13]1[C:18](O)=[CH:17][C:16](=[O:20])[N:15]([CH3:21])[CH:14]=1)=[O:12])[CH3:9].O=P(Cl)(Cl)[Cl:24]. No catalyst specified. The product is [CH2:8]([O:10][C:11]([C:13]1[C:18]([Cl:24])=[CH:17][C:16](=[O:20])[N:15]([CH3:21])[CH:14]=1)=[O:12])[CH3:9]. The yield is 0.670. (6) The reactants are [CH3:1][C:2]1[NH:3][C:4](=[O:26])[C:5]([CH2:11][C:12]2[CH:17]=[CH:16][C:15]([C:18]3[C:19]([C:24]#[N:25])=[CH:20][CH:21]=[CH:22][CH:23]=3)=[CH:14][CH:13]=2)=[C:6]([CH2:8][CH2:9][CH3:10])[N:7]=1.[F:27][C:28]1[CH:33]=[CH:32][C:31](B(O)O)=[CH:30][CH:29]=1.N1C=CC=CC=1.C(N(CC)CC)C. The catalyst is C(OCC)(=O)C.C([O-])(=O)C.[Cu+2].C([O-])(=O)C.ClCCl. The product is [F:27][C:28]1[CH:33]=[CH:32][C:31]([N:3]2[C:4](=[O:26])[C:5]([CH2:11][C:12]3[CH:17]=[CH:16][C:15]([C:18]4[C:19]([C:24]#[N:25])=[CH:20][CH:21]=[CH:22][CH:23]=4)=[CH:14][CH:13]=3)=[C:6]([CH2:8][CH2:9][CH3:10])[N:7]=[C:2]2[CH3:1])=[CH:30][CH:29]=1. The yield is 0.370.